From a dataset of Full USPTO retrosynthesis dataset with 1.9M reactions from patents (1976-2016). Predict the reactants needed to synthesize the given product. (1) Given the product [NH2:3][CH2:12][CH2:13][CH2:14][CH2:15][N:16]1[CH2:21][CH2:20][N:19]([C:22]([O:24][C:25]([CH3:28])([CH3:27])[CH3:26])=[O:23])[CH2:18][CH2:17]1, predict the reactants needed to synthesize it. The reactants are: O=C1C2C(=CC=CC=2)C(=O)[N:3]1[CH2:12][CH2:13][CH2:14][CH2:15][N:16]1[CH2:21][CH2:20][N:19]([C:22]([O:24][C:25]([CH3:28])([CH3:27])[CH3:26])=[O:23])[CH2:18][CH2:17]1.O.NN. (2) Given the product [Br:1][C:2]1[CH:10]=[C:9]([O:11][CH2:30][CH2:29][NH:28][C:21](=[O:22])[O:23][C:24]([CH3:27])([CH3:26])[CH3:25])[CH:8]=[C:7]2[C:3]=1[CH2:4][NH:5][C:6]2=[O:12], predict the reactants needed to synthesize it. The reactants are: [Br:1][C:2]1[CH:10]=[C:9]([OH:11])[CH:8]=[C:7]2[C:3]=1[CH2:4][NH:5][C:6]2=[O:12].C(=O)([O-])[O-].[Cs+].[Cs+].[I-].[K+].[C:21]([NH:28][CH2:29][CH2:30]Br)([O:23][C:24]([CH3:27])([CH3:26])[CH3:25])=[O:22]. (3) Given the product [O:18]1[CH2:19][CH2:20][O:21][CH2:22][CH:17]1[C:16]1[C:10]2[S:9][C:8]([NH:7][C:5](=[O:6])[C:4]3[CH:25]=[CH:26][N:27]=[C:2]([N:39]4[CH2:40][CH:37]([O:36][CH3:35])[CH2:38]4)[CH:3]=3)=[N:12][C:11]=2[C:13]([O:23][CH3:24])=[CH:14][CH:15]=1, predict the reactants needed to synthesize it. The reactants are: Br[C:2]1[CH:3]=[C:4]([CH:25]=[CH:26][N:27]=1)[C:5]([NH:7][C:8]1[S:9][C:10]2[C:16]([CH:17]3[CH2:22][O:21][CH2:20][CH2:19][O:18]3)=[CH:15][CH:14]=[C:13]([O:23][CH3:24])[C:11]=2[N:12]=1)=[O:6].C(=O)([O-])[O-].[Cs+].[Cs+].Cl.[CH3:35][O:36][CH:37]1[CH2:40][NH:39][CH2:38]1.C(Cl)(Cl)Cl. (4) Given the product [C:48]([O:52][C:53]([NH:55][C@@H:56]([CH2:57][CH2:58][CH2:59][NH:60][C:31]([C@H:15]1[N:14]([CH3:34])[C:13](=[O:35])[C@H:12]([CH2:36][CH2:37][CH2:38][NH:39][C:40]([O:42][C:43]([CH3:46])([CH3:45])[CH3:44])=[O:41])[NH:11][C:10](=[O:47])[C@@H:9]([NH:8][C:6]([O:5][C:1]([CH3:4])([CH3:3])[CH3:2])=[O:7])[CH2:27][C:26]2[CH:28]=[C:22]([CH:23]=[CH:24][C:25]=2[OH:29])[C:21]2=[CH:30][C:17](=[CH:18][CH:19]=[CH:20]2)[CH2:16]1)=[O:32])[C:61]([NH:63][CH2:64][CH2:65][NH:66][C:67](=[O:68])[O:69][C:70]([CH3:73])([CH3:72])[CH3:71])=[O:62])=[O:54])([CH3:51])([CH3:50])[CH3:49], predict the reactants needed to synthesize it. The reactants are: [C:1]([O:5][C:6]([NH:8][C@H:9]1[CH2:27][C:26]2[CH:28]=[C:22]([CH:23]=[CH:24][C:25]=2[OH:29])[C:21]2=[CH:30][C:17](=[CH:18][CH:19]=[CH:20]2)[CH2:16][C@@H:15]([C:31](O)=[O:32])[N:14]([CH3:34])[C:13](=[O:35])[C@H:12]([CH2:36][CH2:37][CH2:38][NH:39][C:40]([O:42][C:43]([CH3:46])([CH3:45])[CH3:44])=[O:41])[NH:11][C:10]1=[O:47])=[O:7])([CH3:4])([CH3:3])[CH3:2].[C:48]([O:52][C:53]([NH:55][C@H:56]([C:61]([NH:63][CH2:64][CH2:65][NH:66][C:67]([O:69][C:70]([CH3:73])([CH3:72])[CH3:71])=[O:68])=[O:62])[CH2:57][CH2:58][CH2:59][NH2:60])=[O:54])([CH3:51])([CH3:50])[CH3:49].C(Cl)CCl.C1C=CC2N(O)N=NC=2C=1. (5) Given the product [Br:21][C:14]1[C:15]2[C:20]([C:7]([C:1]3[CH:2]=[CH:3][CH:4]=[CH:5][CH:6]=3)=[C:8]3[C:13]=1[CH:12]=[CH:11][CH:10]=[CH:9]3)=[CH:19][CH:18]=[CH:17][CH:16]=2, predict the reactants needed to synthesize it. The reactants are: [C:1]1([C:7]2[C:8]3[C:13]([CH:14]=[C:15]4[C:20]=2[CH:19]=[CH:18][CH:17]=[CH:16]4)=[CH:12][CH:11]=[CH:10][CH:9]=3)[CH:6]=[CH:5][CH:4]=[CH:3][CH:2]=1.[Br:21]C1CC(=O)NC1=O.